Dataset: Full USPTO retrosynthesis dataset with 1.9M reactions from patents (1976-2016). Task: Predict the reactants needed to synthesize the given product. Given the product [Br:18][C:19]1[CH:25]=[CH:24][C:22]([NH:23][C:11](=[O:12])[O:13][C:14]([CH3:15])([CH3:16])[CH3:17])=[CH:21][C:20]=1[O:26][C:27]([F:28])([F:30])[F:29], predict the reactants needed to synthesize it. The reactants are: [OH-].[Na+].[C:11](O[C:11]([O:13][C:14]([CH3:17])([CH3:16])[CH3:15])=[O:12])([O:13][C:14]([CH3:17])([CH3:16])[CH3:15])=[O:12].[Br:18][C:19]1[CH:25]=[CH:24][C:22]([NH2:23])=[CH:21][C:20]=1[O:26][C:27]([F:30])([F:29])[F:28].